This data is from Catalyst prediction with 721,799 reactions and 888 catalyst types from USPTO. The task is: Predict which catalyst facilitates the given reaction. (1) Reactant: [CH3:1][C:2]1[CH:7]=[CH:6][CH:5]=[C:4]([CH3:8])[C:3]=1[NH:9][C:10]1[N:14]2[CH:15]=[C:16]([F:19])[CH:17]=[CH:18][C:13]2=[N:12][C:11]=1[C:20]1[CH:36]=[CH:35][CH:34]=[CH:33][C:21]=1[C:22]([NH:24][NH:25]C(OC(C)(C)C)=O)=[O:23]. Product: [CH3:1][C:2]1[CH:7]=[CH:6][CH:5]=[C:4]([CH3:8])[C:3]=1[NH:9][C:10]1[N:14]2[CH:15]=[C:16]([F:19])[CH:17]=[CH:18][C:13]2=[N:12][C:11]=1[C:20]1[CH:36]=[CH:35][CH:34]=[CH:33][C:21]=1[C:22]([NH:24][NH2:25])=[O:23]. The catalyst class is: 89. (2) Reactant: [F:1][C:2]1[CH:21]=[CH:20][C:5]([CH2:6][NH:7][C:8]([C:10]2[CH:15]=[C:14]([CH:16]=[N:17][OH:18])[N:13]=[C:12]([CH3:19])[N:11]=2)=[O:9])=[CH:4][C:3]=1[O:22][CH3:23].[CH:24]1([N:27]2[CH:32]=[C:31]([CH:33]=[CH2:34])[CH:30]=[CH:29][C:28]2=[O:35])[CH2:26][CH2:25]1.[Cl:36][O-].[Na+]. Product: [Cl:36][C:29]1[C:28](=[O:35])[N:27]([CH:24]2[CH2:26][CH2:25]2)[CH:32]=[C:31]([CH:33]2[O:18][N:17]=[C:16]([C:14]3[N:13]=[C:12]([CH3:19])[N:11]=[C:10]([C:8]([NH:7][CH2:6][C:5]4[CH:20]=[CH:21][C:2]([F:1])=[C:3]([O:22][CH3:23])[CH:4]=4)=[O:9])[CH:15]=3)[CH2:34]2)[CH:30]=1. The catalyst class is: 34. (3) Reactant: [Cl:1][C:2]1[CH:7]=[CH:6][C:5]([O:8][CH3:9])=[CH:4][C:3]=1[C:10]1[CH:20]=[C:19]([CH3:21])[C:13]2[N:14]=[C:15]([NH2:18])[N:16]=[N:17][C:12]=2[CH:11]=1.Br[C:23]1[CH:28]=[CH:27][C:26]([S:29]([N:32]([CH3:40])[CH2:33][CH2:34][N:35]2[CH2:39][CH2:38][CH2:37][CH2:36]2)(=[O:31])=[O:30])=[CH:25][CH:24]=1.C([O-])([O-])=O.[Cs+].[Cs+].CC1(C)C2C(=C(P(C3C=CC=CC=3)C3C=CC=CC=3)C=CC=2)OC2C(P(C3C=CC=CC=3)C3C=CC=CC=3)=CC=CC1=2. Product: [Cl:1][C:2]1[CH:7]=[CH:6][C:5]([O:8][CH3:9])=[CH:4][C:3]=1[C:10]1[CH:20]=[C:19]([CH3:21])[C:13]2[N:14]=[C:15]([NH:18][C:23]3[CH:28]=[CH:27][C:26]([S:29]([N:32]([CH3:40])[CH2:33][CH2:34][N:35]4[CH2:36][CH2:37][CH2:38][CH2:39]4)(=[O:31])=[O:30])=[CH:25][CH:24]=3)[N:16]=[N:17][C:12]=2[CH:11]=1. The catalyst class is: 62. (4) Reactant: [Br:1][C:2]1[CH:3]=[N:4][C:5](I)=[N:6][CH:7]=1.C([Li])CCC.[O:14]1[CH2:18][CH2:17][C:16](=[O:19])[CH2:15]1. Product: [Br:1][C:2]1[CH:3]=[N:4][C:5]([C:16]2([OH:19])[CH2:17][CH2:18][O:14][CH2:15]2)=[N:6][CH:7]=1. The catalyst class is: 93. (5) Reactant: [CH3:1][N:2]1[C:6]2[CH:7]=[CH:8][C:9]([N:11]3[CH:16]=[C:15]([C:17]([O:19][CH2:20][CH3:21])=[O:18])[C:14](=[O:22])[NH:13][C:12]3=[O:23])=[CH:10][C:5]=2[O:4][C:3]1=[O:24].[F:25][C:26]([F:38])([F:37])[C:27]1[CH:35]=[CH:34][CH:33]=[C:32]2[C:28]=1[CH2:29][CH2:30][C@H:31]2O.C1(P(C2C=CC=CC=2)C2C=CC=CC=2)C=CC=CC=1.N(C(OC(C)C)=O)=NC(OC(C)C)=O.Cl. Product: [CH3:1][N:2]1[C:6]2[CH:7]=[CH:8][C:9]([N:11]3[CH:16]=[C:15]([C:17]([O:19][CH2:20][CH3:21])=[O:18])[C:14](=[O:22])[N:13]([C@@H:31]4[C:32]5[C:28](=[C:27]([C:26]([F:25])([F:37])[F:38])[CH:35]=[CH:34][CH:33]=5)[CH2:29][CH2:30]4)[C:12]3=[O:23])=[CH:10][C:5]=2[O:4][C:3]1=[O:24]. The catalyst class is: 118. (6) Reactant: [CH3:1][C:2]1[O:6][N:5]=[CH:4][C:3]=1[C:7]([OH:9])=O.Cl.[C:11]1([C:17]2[N:21]=[C:20]([C@H:22]3[CH2:27][CH2:26][CH2:25][NH:24][CH2:23]3)[O:19][N:18]=2)[CH:16]=[CH:15][CH:14]=[CH:13][CH:12]=1. Product: [CH3:1][C:2]1[O:6][N:5]=[CH:4][C:3]=1[C:7]([N:24]1[CH2:25][CH2:26][CH2:27][C@H:22]([C:20]2[O:19][N:18]=[C:17]([C:11]3[CH:16]=[CH:15][CH:14]=[CH:13][CH:12]=3)[N:21]=2)[CH2:23]1)=[O:9]. The catalyst class is: 61. (7) Reactant: [C:1]1(C)[CH:6]=CC=[CH:3][CH:2]=1.C(=O)/C=C/C.[Br:13][C:14]1[CH:20]=[CH:19][C:17]([NH2:18])=[C:16]([F:21])[CH:15]=1. The catalyst class is: 33. Product: [Br:13][C:14]1[CH:20]=[C:19]2[C:17](=[C:16]([F:21])[CH:15]=1)[N:18]=[C:2]([CH3:3])[CH:1]=[CH:6]2. (8) Reactant: C([NH:4][C:5]1[N:10]=[C:9]([CH2:11][N:12]2[CH2:17][CH2:16][N:15]([C:18]3[CH:23]=[CH:22][C:21]([NH:24][C:25]([C:27]4[CH2:32][CH2:31][CH2:30][CH2:29][C:28]=4[C:33]4[CH:38]=[CH:37][C:36]([CH3:39])=[CH:35][CH:34]=4)=[O:26])=[CH:20][CH:19]=3)[CH2:14][CH2:13]2)[CH:8]=[CH:7][CH:6]=1)(=O)C.Cl. Product: [NH2:4][C:5]1[N:10]=[C:9]([CH2:11][N:12]2[CH2:17][CH2:16][N:15]([C:18]3[CH:23]=[CH:22][C:21]([NH:24][C:25]([C:27]4[CH2:32][CH2:31][CH2:30][CH2:29][C:28]=4[C:33]4[CH:34]=[CH:35][C:36]([CH3:39])=[CH:37][CH:38]=4)=[O:26])=[CH:20][CH:19]=3)[CH2:14][CH2:13]2)[CH:8]=[CH:7][CH:6]=1. The catalyst class is: 5. (9) Reactant: [C:1]([O-:4])([O-])=O.[K+].[K+].Br[CH2:8][C:9]([C:11]12[CH2:20][CH:15]3[CH2:16][CH:17]([CH2:19][CH:13]([CH2:14]3)[CH2:12]1)[CH2:18]2)=[O:10].[Cl:21][C:22]1[C:27](O)=[CH:26][CH:25]=C[N:23]=1. Product: [C:11]12([C:9](=[O:10])[CH2:8][O:4][C:1]3[CH:25]=[CH:26][CH:27]=[C:22]([Cl:21])[N:23]=3)[CH2:20][CH:15]3[CH2:16][CH:17]([CH2:19][CH:13]([CH2:14]3)[CH2:12]1)[CH2:18]2. The catalyst class is: 21. (10) Reactant: [F:1][C:2]1[CH:7]=[C:6]([F:8])[CH:5]=[CH:4][C:3]=1[OH:9].[CH2:10](Br)[C:11]1[CH:16]=[CH:15][CH:14]=[CH:13][CH:12]=1.C(=O)([O-])[O-].[K+].[K+].O. Product: [CH2:10]([O:9][C:3]1[CH:4]=[CH:5][C:6]([F:8])=[CH:7][C:2]=1[F:1])[C:11]1[CH:16]=[CH:15][CH:14]=[CH:13][CH:12]=1. The catalyst class is: 9.